Dataset: Full USPTO retrosynthesis dataset with 1.9M reactions from patents (1976-2016). Task: Predict the reactants needed to synthesize the given product. (1) Given the product [O:17]=[C:6]1[C:5]([CH:2]([NH:1][C:23]([CH:18]2[CH2:22][CH2:21][CH2:20][CH2:19]2)=[O:24])[CH2:3][CH3:4])=[N:10][N:9]=[C:8]([CH:11]2[CH2:16][CH2:15][O:14][CH2:13][CH2:12]2)[NH:7]1, predict the reactants needed to synthesize it. The reactants are: [NH2:1][CH:2]([C:5]1[C:6](=[O:17])[NH:7][C:8]([CH:11]2[CH2:16][CH2:15][O:14][CH2:13][CH2:12]2)=[N:9][N:10]=1)[CH2:3][CH3:4].[CH:18]1([C:23](Cl)=[O:24])[CH2:22][CH2:21][CH2:20][CH2:19]1. (2) Given the product [CH3:10][C:9]1[C:4]([C:3]([OH:11])=[O:2])=[CH:5][N:6]=[CH:7][CH:8]=1, predict the reactants needed to synthesize it. The reactants are: C[O:2][C:3](=[O:11])[C:4]1[C:9]([CH3:10])=[CH:8][CH:7]=[N:6][CH:5]=1.[OH-].[Na+]. (3) Given the product [C:1]([C:5]1[N:10]=[C:9]([O:11][C:12]2[C:13]([CH3:20])=[CH:14][C:15]([CH3:19])=[CH:16][C:17]=2[CH3:18])[C:8]([C:21]([NH:23][S:24]([C:27]2[CH:32]=[CH:31][CH:30]=[C:29]([N+:33]([O-:35])=[O:34])[CH:28]=2)(=[O:26])=[O:25])=[O:22])=[C:7]([O:48][CH3:46])[CH:6]=1)([CH3:4])([CH3:2])[CH3:3], predict the reactants needed to synthesize it. The reactants are: [C:1]([C:5]1[N:10]=[C:9]([O:11][C:12]2[C:17]([CH3:18])=[CH:16][C:15]([CH3:19])=[CH:14][C:13]=2[CH3:20])[C:8]([C:21]([NH:23][S:24]([C:27]2[CH:32]=[CH:31][CH:30]=[C:29]([N+:33]([O-:35])=[O:34])[CH:28]=2)(=[O:26])=[O:25])=[O:22])=[CH:7][CH:6]=1)([CH3:4])([CH3:3])[CH3:2].CO.C1(C)C(C)=CC=CC=1.[C:46](OI(C1C=CC=CC=1)OC(=O)C)(=[O:48])C. (4) The reactants are: [Br:1][C:2]1[CH:11]=[N:10][CH:9]=[C:8]2[C:3]=1[CH:4]=[C:5]([C:12]([OH:14])=O)[CH:6]=[N:7]2.[F:15][C:16]([F:20])([F:19])[CH2:17][NH2:18].C(N(CC)CC)C. Given the product [Br:1][C:2]1[CH:11]=[N:10][CH:9]=[C:8]2[C:3]=1[CH:4]=[C:5]([C:12]([NH:18][CH2:17][C:16]([F:20])([F:19])[F:15])=[O:14])[CH:6]=[N:7]2, predict the reactants needed to synthesize it. (5) Given the product [CH3:24][C:19]1([CH3:25])[C:20]([CH3:23])([CH3:22])[O:21][B:17]([C:2]2[CH:7]=[CH:6][C:5]([CH2:8][CH2:9][CH2:10][N:11]3[CH2:16][CH2:15][O:14][CH2:13][CH2:12]3)=[CH:4][CH:3]=2)[O:18]1, predict the reactants needed to synthesize it. The reactants are: Br[C:2]1[CH:7]=[CH:6][C:5]([CH2:8][CH2:9][CH2:10][N:11]2[CH2:16][CH2:15][O:14][CH2:13][CH2:12]2)=[CH:4][CH:3]=1.[B:17]1([B:17]2[O:21][C:20]([CH3:23])([CH3:22])[C:19]([CH3:25])([CH3:24])[O:18]2)[O:21][C:20]([CH3:23])([CH3:22])[C:19]([CH3:25])([CH3:24])[O:18]1.CC([O-])=O.[K+]. (6) Given the product [CH3:11][O:12][C:13]([C:14]1[C:3]([C:4]2[CH:9]=[CH:8][CH:7]=[CH:6][CH:5]=2)=[N:2][O:1][C:15]=1[CH2:16][O:17][CH3:18])=[O:20], predict the reactants needed to synthesize it. The reactants are: [OH:1]/[N:2]=[C:3](\Cl)/[C:4]1[CH:9]=[CH:8][CH:7]=[CH:6][CH:5]=1.[CH3:11][O:12][C:13](=[O:20])[CH2:14][C:15](=O)[CH2:16][O:17][CH3:18].